The task is: Predict the product of the given reaction.. This data is from Forward reaction prediction with 1.9M reactions from USPTO patents (1976-2016). (1) Given the reactants [C:1]([O:5][C:6](=[O:25])[NH:7][C:8]1[CH:12]=[C:11]([C:13]#[C:14][C:15]2[CH:20]=[CH:19][CH:18]=[CH:17][C:16]=2[NH:21][C:22]([NH2:24])=[O:23])[S:10][CH:9]=1)([CH3:4])([CH3:3])[CH3:2], predict the reaction product. The product is: [NH2:24][C:22]([N:21]1[C:16]2[C:15](=[CH:20][CH:19]=[CH:18][CH:17]=2)[CH:14]=[C:13]1[C:11]1[S:10][CH:9]=[C:8]([NH:7][C:6](=[O:25])[O:5][C:1]([CH3:4])([CH3:2])[CH3:3])[CH:12]=1)=[O:23]. (2) Given the reactants [CH:1]1[C:9]2[C:8]3[CH:10]=[CH:11][CH:12]=[C:13]([C:14]([OH:16])=O)[C:7]=3[O:6][C:5]=2[C:4]([C:17]([OH:19])=O)=[CH:3][CH:2]=1.CN(C)C=O.C([N:27]([CH2:30][CH3:31])[CH2:28][CH3:29])C.[CH2:32]([NH:34][CH2:35][CH3:36])[CH3:33], predict the reaction product. The product is: [CH2:30]([N:27]([CH2:28][CH3:29])[C:14]([C:13]1[C:7]2[O:6][C:5]3[C:4]([C:17]([N:34]([CH2:35][CH3:36])[CH2:32][CH3:33])=[O:19])=[CH:3][CH:2]=[CH:1][C:9]=3[C:8]=2[CH:10]=[CH:11][CH:12]=1)=[O:16])[CH3:31]. (3) Given the reactants [CH3:1][C:2]1([CH3:31])[C:6]([CH3:8])([CH3:7])[O:5][B:4]([C:9]2[CH:10]=[C:11]3[C:15](=[CH:16][CH:17]=2)[N:14]([CH:18]2[CH2:23][CH2:22][N:21]([C:24]([O:26][C:27]([CH3:30])([CH3:29])[CH3:28])=[O:25])[CH2:20][CH2:19]2)[CH2:13][CH2:12]3)[O:3]1.ClC1C(Cl)C(=O)C(C#N)C(C#N)C1=O.[OH-].[Na+], predict the reaction product. The product is: [CH3:7][C:6]1([CH3:8])[C:2]([CH3:1])([CH3:31])[O:3][B:4]([C:9]2[CH:10]=[C:11]3[C:15](=[CH:16][CH:17]=2)[N:14]([CH:18]2[CH2:23][CH2:22][N:21]([C:24]([O:26][C:27]([CH3:30])([CH3:29])[CH3:28])=[O:25])[CH2:20][CH2:19]2)[CH:13]=[CH:12]3)[O:5]1. (4) Given the reactants [CH3:1][O:2][C:3]1[CH:8]=[CH:7][CH:6]=[C:5]([CH3:9])[N:4]=1.[Li]CCCC.CN(P(N(C)C)(N(C)C)=O)C.C=O.[Br:28]Br.COC1N=C(C[CH2:39][OH:40])C=CC=1.C([O-])(O)=O.[Na+].BrC1C(CCO)=NC(OC)=CC=1.CCN(CC)CC.[CH3:65][S:66](Cl)(=[O:68])=[O:67], predict the reaction product. The product is: [Br:28][C:6]1[C:5]([CH2:9][CH2:39][O:40][S:66]([CH3:65])(=[O:68])=[O:67])=[N:4][C:3]([O:2][CH3:1])=[CH:8][CH:7]=1. (5) Given the reactants [Cl:1][C:2]1[CH:7]=[CH:6][C:5]([C:8]2[CH:13]=[CH:12][C:11]([OH:14])=[CH:10][CH:9]=2)=[CH:4][C:3]=1[C:15]([F:18])([F:17])[F:16].S(=O)(=O)(O)O.[I:24]N1C(=O)CCC1=O, predict the reaction product. The product is: [Cl:1][C:2]1[CH:7]=[CH:6][C:5]([C:8]2[CH:9]=[CH:10][C:11]([OH:14])=[C:12]([I:24])[CH:13]=2)=[CH:4][C:3]=1[C:15]([F:16])([F:17])[F:18]. (6) Given the reactants [F:1][C:2]1[CH:24]=[C:23]([F:25])[CH:22]=[CH:21][C:3]=1[O:4][C:5]1[CH:6]=[C:7]2[C:11](=[CH:12][C:13]=1[C:14](O)=[O:15])[N:10]([CH2:17][CH:18]([CH3:20])[CH3:19])[N:9]=[CH:8]2.Cl.Cl.[CH3:28][O:29][C:30](=[O:41])[C@@H:31]([NH2:40])[CH2:32][CH2:33][N:34]1[CH2:39][CH2:38][CH2:37][CH2:36][CH2:35]1.CCN=C=NCCCN(C)C.C1C=CC2N(O)N=NC=2C=1.CCN(C(C)C)C(C)C, predict the reaction product. The product is: [CH3:28][O:29][C:30](=[O:41])[C@@H:31]([NH:40][C:14]([C:13]1[CH:12]=[C:11]2[C:7]([CH:8]=[N:9][N:10]2[CH2:17][CH:18]([CH3:20])[CH3:19])=[CH:6][C:5]=1[O:4][C:3]1[CH:21]=[CH:22][C:23]([F:25])=[CH:24][C:2]=1[F:1])=[O:15])[CH2:32][CH2:33][N:34]1[CH2:39][CH2:38][CH2:37][CH2:36][CH2:35]1. (7) Given the reactants Cl[C:2]1[C:3]2[C:4](=[CH:13][N:14](CC3C=CC(OC)=CC=3)[N:15]=2)[N:5]=[C:6]([C:8]2[S:9][CH:10]=[CH:11][CH:12]=2)[N:7]=1.[NH2:25][C:26]1[CH:27]=[C:28]([S:32]([NH:35][CH:36]2[CH2:38][CH2:37]2)(=[O:34])=[O:33])[CH:29]=[CH:30][CH:31]=1.Cl, predict the reaction product. The product is: [CH:36]1([NH:35][S:32]([C:28]2[CH:29]=[CH:30][CH:31]=[C:26]([NH:25][C:2]3[C:3]4[NH:15][N:14]=[CH:13][C:4]=4[N:5]=[C:6]([C:8]4[S:9][CH:10]=[CH:11][CH:12]=4)[N:7]=3)[CH:27]=2)(=[O:34])=[O:33])[CH2:38][CH2:37]1. (8) Given the reactants [OH-].[Ca+2:2].[OH-].[P:4](=[O:8])([OH:7])([OH:6])[OH:5], predict the reaction product. The product is: [P:4]([O-:8])([O-:7])([O-:6])=[O:5].[Ca+2:2].[P:4]([O-:8])([O-:7])([O-:6])=[O:5].[Ca+2:2].[Ca+2:2]. (9) Given the reactants C[Si]([N:5]=[C:6]=[O:7])(C)C.[CH3:8][O:9][C:10]1[CH:19]=[C:18]([O:20][CH3:21])[CH:17]=[C:16]2[C:11]=1[C:12](=[O:35])[NH:13][C:14]([C:22]1[C:27]([NH:28][CH:29]3[CH2:34][CH2:33][NH:32][CH2:31][CH2:30]3)=[CH:26][CH:25]=[CH:24][N:23]=1)=[N:15]2.C(N(CC)CC)C, predict the reaction product. The product is: [CH3:8][O:9][C:10]1[CH:19]=[C:18]([O:20][CH3:21])[CH:17]=[C:16]2[C:11]=1[C:12](=[O:35])[NH:13][C:14]([C:22]1[C:27]([NH:28][CH:29]3[CH2:34][CH2:33][N:32]([C:6]([NH2:5])=[O:7])[CH2:31][CH2:30]3)=[CH:26][CH:25]=[CH:24][N:23]=1)=[N:15]2.